This data is from Forward reaction prediction with 1.9M reactions from USPTO patents (1976-2016). The task is: Predict the product of the given reaction. (1) Given the reactants [Cl:1][C:2]1[N:7]=[C:6]([CH3:8])[C:5]([NH2:9])=[CH:4][N:3]=1.[C:10](OC(=O)C)(=[O:12])[CH3:11], predict the reaction product. The product is: [Cl:1][C:2]1[N:7]=[C:6]([CH3:8])[C:5]([NH:9][C:10](=[O:12])[CH3:11])=[CH:4][N:3]=1. (2) Given the reactants [NH:1]1[CH:5]=[C:4]([C:6]2[CH:7]=[N:8][C:9]([C:12]3[CH:17]=[CH:16][CH:15]=[CH:14][CH:13]=3)=[N:10][CH:11]=2)[N:3]=[CH:2]1.C(=O)([O-])[O-].[K+].[K+].[CH2:24](Br)[C:25]1[CH:30]=[CH:29][CH:28]=[CH:27][CH:26]=1, predict the reaction product. The product is: [CH2:24]([N:1]1[CH:5]=[C:4]([C:6]2[CH:11]=[N:10][C:9]([C:12]3[CH:17]=[CH:16][CH:15]=[CH:14][CH:13]=3)=[N:8][CH:7]=2)[N:3]=[CH:2]1)[C:25]1[CH:30]=[CH:29][CH:28]=[CH:27][CH:26]=1. (3) Given the reactants [Cl:1][C:2]1[CH:3]=[C:4]2[C:8](=[CH:9][CH:10]=1)[NH:7][CH:6]=[C:5]2[CH:11]1[CH2:16][CH2:15][NH:14][CH2:13][CH2:12]1.Br[CH2:18][CH2:19][CH2:20][N:21]1[C:30]2[C:25](=[CH:26][CH:27]=[CH:28][CH:29]=2)[CH2:24][CH2:23][C:22]1=[O:31], predict the reaction product. The product is: [ClH:1].[Cl:1][C:2]1[CH:3]=[C:4]2[C:8](=[CH:9][CH:10]=1)[NH:7][CH:6]=[C:5]2[CH:11]1[CH2:16][CH2:15][N:14]([CH2:18][CH2:19][CH2:20][N:21]2[C:30]3[C:25](=[CH:26][CH:27]=[CH:28][CH:29]=3)[CH2:24][CH2:23][C:22]2=[O:31])[CH2:13][CH2:12]1. (4) Given the reactants [I:1][C:2]1[CH:6]=[C:5]([CH:7]2[CH2:12][CH2:11][N:10]([CH:13]3[CH2:16][O:15][CH2:14]3)[CH2:9][CH2:8]2)[N:4]([CH:17]([CH3:19])[CH3:18])[N:3]=1.IC1C=C(C2CCNCC2)N(C2CC[O:34][CH2:33]2)N=1, predict the reaction product. The product is: [I:1][C:2]1[CH:6]=[C:5]([CH:7]2[CH2:12][CH2:11][N:10]([CH:13]3[CH2:14][O:15][CH2:16]3)[CH2:9][CH2:8]2)[N:4]([CH:17]2[CH2:19][CH2:33][O:34][CH2:18]2)[N:3]=1. (5) Given the reactants [Cl:1][C:2]1[CH:7]=[CH:6][C:5]([C@@H:8]([CH:12]2[CH2:14][CH2:13]2)[CH2:9][C:10]#N)=[CH:4][CH:3]=1.[OH-:15].[Na+].C[OH:18], predict the reaction product. The product is: [Cl:1][C:2]1[CH:7]=[CH:6][C:5]([C@@H:8]([CH:12]2[CH2:14][CH2:13]2)[CH2:9][C:10]([OH:18])=[O:15])=[CH:4][CH:3]=1.